Dataset: Reaction yield outcomes from USPTO patents with 853,638 reactions. Task: Predict the reaction yield, written as a fraction of the theoretical maximum amount of product (1.0 means a 100% yield; for example, 0.34 means a 34% yield). (1) The reactants are C([O:8][C:9]1[CH:14]=[CH:13][C:12]([O:15][CH3:16])=[CH:11][C:10]=1[CH:17]([C:19]1[CH:24]=[CH:23][C:22]([O:25][CH3:26])=[CH:21][CH:20]=1)O)C1C=CC=CC=1.Cl. The catalyst is CO.[OH-].[Pd+2].[OH-]. The product is [CH3:26][O:25][C:22]1[CH:21]=[CH:20][C:19]([CH2:17][C:10]2[CH:11]=[C:12]([O:15][CH3:16])[CH:13]=[CH:14][C:9]=2[OH:8])=[CH:24][CH:23]=1. The yield is 0.910. (2) The reactants are [H-].[H-].[H-].[H-].[Li+].[Al+3].[F:7][C:8]1[CH:16]=[C:15]2[C:11]([C:12]([C:26]3[CH:27]=[N:28][N:29]([CH2:31][CH2:32][NH:33][C:34](=O)OC(C)(C)C)[CH:30]=3)=[CH:13][N:14]2S(C2C=CC=CC=2)(=O)=O)=[CH:10][CH:9]=1.O.[OH-].[Na+]. The catalyst is C1COCC1. The product is [F:7][C:8]1[CH:16]=[C:15]2[C:11]([C:12]([C:26]3[CH:27]=[N:28][N:29]([CH2:31][CH2:32][NH:33][CH3:34])[CH:30]=3)=[CH:13][NH:14]2)=[CH:10][CH:9]=1. The yield is 0.620.